This data is from NCI-60 drug combinations with 297,098 pairs across 59 cell lines. The task is: Regression. Given two drug SMILES strings and cell line genomic features, predict the synergy score measuring deviation from expected non-interaction effect. (1) Cell line: OVCAR3. Drug 1: C1=CC(=CC=C1CCCC(=O)O)N(CCCl)CCCl. Drug 2: CC1=C2C(C(=O)C3(C(CC4C(C3C(C(C2(C)C)(CC1OC(=O)C(C(C5=CC=CC=C5)NC(=O)OC(C)(C)C)O)O)OC(=O)C6=CC=CC=C6)(CO4)OC(=O)C)O)C)O. Synergy scores: CSS=50.6, Synergy_ZIP=-5.70, Synergy_Bliss=-5.44, Synergy_Loewe=-21.7, Synergy_HSA=-1.29. (2) Drug 1: C1=C(C(=O)NC(=O)N1)N(CCCl)CCCl. Drug 2: C1=CC=C(C(=C1)C(C2=CC=C(C=C2)Cl)C(Cl)Cl)Cl. Cell line: IGROV1. Synergy scores: CSS=23.6, Synergy_ZIP=0.0490, Synergy_Bliss=-0.446, Synergy_Loewe=-8.79, Synergy_HSA=-0.536. (3) Synergy scores: CSS=1.16, Synergy_ZIP=-4.52, Synergy_Bliss=-6.47, Synergy_Loewe=-15.4, Synergy_HSA=-10.2. Drug 1: CN(C)N=NC1=C(NC=N1)C(=O)N. Drug 2: C1CN(CCN1C(=O)CCBr)C(=O)CCBr. Cell line: OVCAR-8. (4) Drug 1: CN1CCC(CC1)COC2=C(C=C3C(=C2)N=CN=C3NC4=C(C=C(C=C4)Br)F)OC. Drug 2: C1=CC=C(C(=C1)C(C2=CC=C(C=C2)Cl)C(Cl)Cl)Cl. Cell line: SW-620. Synergy scores: CSS=11.5, Synergy_ZIP=1.61, Synergy_Bliss=5.12, Synergy_Loewe=1.01, Synergy_HSA=4.13.